Dataset: Full USPTO retrosynthesis dataset with 1.9M reactions from patents (1976-2016). Task: Predict the reactants needed to synthesize the given product. (1) Given the product [C:1]1([S:7]([N:10]2[CH2:14][CH:13]([C:15]([N:34]3[CH2:35][CH2:36][N:31]([C:26]4[CH:27]=[CH:28][CH:29]=[CH:30][N:25]=4)[CH2:32][CH2:33]3)=[O:16])[N:12]([CH:18]3[CH2:19][CH2:20][CH2:21][CH2:22][CH2:23]3)[C:11]2=[O:24])(=[O:9])=[O:8])[CH:2]=[CH:3][CH:4]=[CH:5][CH:6]=1, predict the reactants needed to synthesize it. The reactants are: [C:1]1([S:7]([N:10]2[CH2:14][CH:13]([C:15](O)=[O:16])[N:12]([CH:18]3[CH2:23][CH2:22][CH2:21][CH2:20][CH2:19]3)[C:11]2=[O:24])(=[O:9])=[O:8])[CH:6]=[CH:5][CH:4]=[CH:3][CH:2]=1.[N:25]1[CH:30]=[CH:29][CH:28]=[CH:27][C:26]=1[N:31]1[CH2:36][CH2:35][NH:34][CH2:33][CH2:32]1. (2) Given the product [I:1][C:2]1[CH:3]=[C:4]2[C:8](=[CH:9][CH:10]=1)[N:7]([C:11]1[N:12]=[CH:13][CH:14]=[CH:15][N:17]=1)[N:6]=[CH:5]2, predict the reactants needed to synthesize it. The reactants are: [I:1][C:2]1[CH:3]=[C:4]2[C:8](=[CH:9][CH:10]=1)[N:7]([C:11]1C=[CH:15][CH:14]=[CH:13][N:12]=1)[N:6]=[CH:5]2.[NH:17](C1N=CC=CN=1)N. (3) Given the product [N:1]1[CH:2]=[CH:3][C:4]([CH2:7][CH2:8][P:9](=[O:16])([O:10][CH2:11][CH3:12])[O:13][CH2:14][CH3:15])=[CH:5][CH:6]=1, predict the reactants needed to synthesize it. The reactants are: [N:1]1[CH:6]=[CH:5][C:4](/[CH:7]=[CH:8]/[P:9](=[O:16])([O:13][CH2:14][CH3:15])[O:10][CH2:11][CH3:12])=[CH:3][CH:2]=1.